This data is from Reaction yield outcomes from USPTO patents with 853,638 reactions. The task is: Predict the reaction yield, written as a fraction of the theoretical maximum amount of product (1.0 means a 100% yield; for example, 0.34 means a 34% yield). (1) The reactants are [CH3:1][O:2][C:3]1[CH:9]=[C:8]([O:10][CH3:11])[C:7]([O:12][CH3:13])=[CH:6][C:4]=1[NH2:5].[C:14](Cl)(Cl)=[O:15]. The catalyst is CCOC(C)=O. The product is [N:5]([C:4]1[CH:6]=[C:7]([O:12][CH3:13])[C:8]([O:10][CH3:11])=[CH:9][C:3]=1[O:2][CH3:1])=[C:14]=[O:15]. The yield is 0.990. (2) The reactants are [Cl:1][CH2:2][CH2:3][CH2:4][CH2:5][C:6](Cl)=[O:7].[C:9]1([C@@H:15]([NH2:17])[CH3:16])[CH:14]=[CH:13][CH:12]=[CH:11][CH:10]=1.CCN(CC)CC. The catalyst is C1COCC1. The product is [Cl:1][CH2:2][CH2:3][CH2:4][CH2:5][C:6]([NH:17][C@H:15]([C:9]1[CH:14]=[CH:13][CH:12]=[CH:11][CH:10]=1)[CH3:16])=[O:7]. The yield is 0.970. (3) The reactants are Br[C:2]1[N:7]=[C:6]([NH:8][C:9](=[O:14])[C:10]([CH3:13])([CH3:12])[CH3:11])[CH:5]=[CH:4][CH:3]=1.[CH:15]1(B(O)O)[CH2:17][CH2:16]1.C1(P(C2CCCCC2)C2CCCCC2)CCCCC1.[O-]P([O-])([O-])=O.[K+].[K+].[K+]. The catalyst is C1(C)C=CC=CC=1.CCOCC.CC([O-])=O.CC([O-])=O.[Pd+2].O. The product is [CH:15]1([C:2]2[N:7]=[C:6]([NH:8][C:9](=[O:14])[C:10]([CH3:13])([CH3:12])[CH3:11])[CH:5]=[CH:4][CH:3]=2)[CH2:17][CH2:16]1. The yield is 0.633.